This data is from Full USPTO retrosynthesis dataset with 1.9M reactions from patents (1976-2016). The task is: Predict the reactants needed to synthesize the given product. (1) The reactants are: Cl.[Cl:2][C:3]1[CH:8]=[CH:7][C:6]([C@H:9]2[N:16]3[C:12]([S:13][C:14]([C:20]([N:22]([CH2:44][CH3:45])[C@@H:23]4[CH2:27][N:26](C(OC(C)(C)C)=O)[C@H:25]([CH2:35][O:36][Si](C(C)(C)C)(C)C)[CH2:24]4)=[O:21])=[C:15]3[CH:17]([CH3:19])[CH3:18])=[N:11][C@:10]2([C:47]2[CH:52]=[CH:51][C:50]([Cl:53])=[CH:49][CH:48]=2)[CH3:46])=[CH:5][CH:4]=1.[OH-].[Na+]. Given the product [Cl:2][C:3]1[CH:4]=[CH:5][C:6]([C@H:9]2[N:16]3[C:12]([S:13][C:14]([C:20]([N:22]([CH2:44][CH3:45])[C@H:23]4[CH2:24][C@@H:25]([CH2:35][OH:36])[NH:26][CH2:27]4)=[O:21])=[C:15]3[CH:17]([CH3:19])[CH3:18])=[N:11][C@:10]2([C:47]2[CH:48]=[CH:49][C:50]([Cl:53])=[CH:51][CH:52]=2)[CH3:46])=[CH:7][CH:8]=1, predict the reactants needed to synthesize it. (2) Given the product [CH3:17][N:14]1[CH2:15][CH2:16][CH:11]([N:7]2[C:8]3[C:4](=[CH:3][C:2]([NH2:35])=[CH:10][CH:9]=3)[CH:5]=[CH:6]2)[CH2:12][CH2:13]1, predict the reactants needed to synthesize it. The reactants are: Br[C:2]1[CH:3]=[C:4]2[C:8](=[CH:9][CH:10]=1)[N:7]([CH:11]1[CH2:16][CH2:15][N:14]([CH3:17])[CH2:13][CH2:12]1)[CH:6]=[CH:5]2.C(P(C(C)(C)C)C(C)(C)C)(C)(C)C.C[Si]([N-:35][Si](C)(C)C)(C)C.[Li+].